Dataset: Catalyst prediction with 721,799 reactions and 888 catalyst types from USPTO. Task: Predict which catalyst facilitates the given reaction. (1) Reactant: F[P-](F)(F)(F)(F)F.[N:8]1(OC(N(C)C)=[N+](C)C)[C:12]2N=CC=CC=2N=[N:9]1.[CH2:25]([N:30]1[C:39]2[C:34](=[CH:35][CH:36]=[C:37]3NN=C[C:38]3=2)[CH2:33][CH:32]([CH2:43][C:44]([OH:46])=O)[C:31]1=[O:47])[C:26]([CH3:29])([CH3:28])[CH3:27].C(N(CC)C(C)C)(C)C.[O:57]=[C:58]1[N:67]([CH:68]2[CH2:73][CH2:72][NH:71][CH2:70][CH2:69]2)[CH2:66][C:65]2[C:60](=[CH:61][CH:62]=[CH:63][CH:64]=2)[NH:59]1. The catalyst class is: 4. Product: [CH2:25]([N:30]1[C:39]2[CH:38]=[C:37]3[CH:12]=[N:8][NH:9][C:36]3=[CH:35][C:34]=2[CH2:33][CH:32]([CH2:43][C:44](=[O:46])[N:71]2[CH2:72][CH2:73][CH:68]([N:67]3[CH2:66][C:65]4[C:60](=[CH:61][CH:62]=[CH:63][CH:64]=4)[NH:59][C:58]3=[O:57])[CH2:69][CH2:70]2)[C:31]1=[O:47])[C:26]([CH3:29])([CH3:28])[CH3:27]. (2) Reactant: Br[C:2]1[C:10]2[C:5](=[CH:6][CH:7]=[C:8]([C:11]([NH:13][CH:14]3[CH:19]([C:20]4[CH:25]=[CH:24][CH:23]=[C:22]([F:26])[CH:21]=4)[CH2:18][CH2:17][N:16]([C:27]([O:29][C:30]([CH3:33])([CH3:32])[CH3:31])=[O:28])[CH2:15]3)=[O:12])[CH:9]=2)[N:4]([C:34]([C:47]2[CH:52]=[CH:51][CH:50]=[CH:49][CH:48]=2)([C:41]2[CH:46]=[CH:45][CH:44]=[CH:43][CH:42]=2)[C:35]2[CH:40]=[CH:39][CH:38]=[CH:37][CH:36]=2)[N:3]=1.[N:53]1[CH:58]=[CH:57][C:56](B(O)O)=[CH:55][CH:54]=1. Product: [F:26][C:22]1[CH:21]=[C:20]([CH:19]2[CH2:18][CH2:17][N:16]([C:27]([O:29][C:30]([CH3:33])([CH3:31])[CH3:32])=[O:28])[CH2:15][CH:14]2[NH:13][C:11]([C:8]2[CH:9]=[C:10]3[C:5](=[CH:6][CH:7]=2)[N:4]([C:34]([C:41]2[CH:46]=[CH:45][CH:44]=[CH:43][CH:42]=2)([C:47]2[CH:48]=[CH:49][CH:50]=[CH:51][CH:52]=2)[C:35]2[CH:36]=[CH:37][CH:38]=[CH:39][CH:40]=2)[N:3]=[C:2]3[C:56]2[CH:57]=[CH:58][N:53]=[CH:54][CH:55]=2)=[O:12])[CH:25]=[CH:24][CH:23]=1. The catalyst class is: 73.